Dataset: Catalyst prediction with 721,799 reactions and 888 catalyst types from USPTO. Task: Predict which catalyst facilitates the given reaction. (1) Reactant: [CH3:1][C@H:2]1[C@:7]2([OH:30])[C@:8]34[O:28][C@H:27]5[C@@:16]6([C@@H:23]([OH:29])[C:24]([O:26]5)=[O:25])[C@H:17]([C:19]([CH3:22])([CH3:21])[CH3:20])[CH2:18][C@H:12]([C@@:13]36[C@@H:14]([OH:15])[C@@H:6]2[O:5][C:3]1=[O:4])[O:11][C:9]4=[O:10].[C:31]([O-])([O-])=O.[K+].[K+].IC. Product: [CH3:1][C@H:2]1[C@:7]2([OH:30])[C:8]34[O:28][CH:27]5[C@@:16]6([C@@H:23]([O:29][CH3:31])[C:24]([O:26]5)=[O:25])[C@H:17]([C:19]([CH3:22])([CH3:21])[CH3:20])[CH2:18][C@H:12]([C@:13]36[C@H:14]([OH:15])[CH:6]2[O:5][C:3]1=[O:4])[O:11][C:9]4=[O:10]. The catalyst class is: 10. (2) Reactant: [H-].[Na+].[CH3:3][N:4]1[C:8]([CH2:9][CH2:10][S:11]([CH2:13][C:14]2[CH:19]=[CH:18][C:17]([OH:20])=[CH:16][CH:15]=2)=[O:12])=[CH:7][CH:6]=[N:5]1.Cl[CH2:22][C:23]1[N:24]=[C:25]([CH:28]=[CH:29][C:30]2[CH:35]=[CH:34][C:33]([O:36][C:37]([F:40])([F:39])[F:38])=[CH:32][CH:31]=2)[O:26][CH:27]=1.O. Product: [CH3:3][N:4]1[C:8]([CH2:9][CH2:10][S:11]([CH2:13][C:14]2[CH:15]=[CH:16][C:17]([O:20][CH2:22][C:23]3[N:24]=[C:25](/[CH:28]=[CH:29]/[C:30]4[CH:31]=[CH:32][C:33]([O:36][C:37]([F:40])([F:38])[F:39])=[CH:34][CH:35]=4)[O:26][CH:27]=3)=[CH:18][CH:19]=2)=[O:12])=[CH:7][CH:6]=[N:5]1. The catalyst class is: 9.